From a dataset of Reaction yield outcomes from USPTO patents with 853,638 reactions. Predict the reaction yield, written as a fraction of the theoretical maximum amount of product (1.0 means a 100% yield; for example, 0.34 means a 34% yield). (1) The reactants are [Br:1][C:2]1[CH:3]=[C:4]([OH:8])[CH:5]=[CH:6][CH:7]=1.[N+:9]([O-])([O-:11])=[O:10].[Na+].O. The catalyst is S(=O)(=O)(O)O. The product is [Br:1][C:2]1[CH:7]=[CH:6][C:5]([N+:9]([O-:11])=[O:10])=[C:4]([OH:8])[CH:3]=1. The yield is 0.200. (2) The reactants are [NH:1]1[C:9]2[C:4](=[CH:5][CH:6]=[CH:7][CH:8]=2)[C:3]([CH:10]2[CH2:15][CH2:14][N:13](C(OC(C)(C)C)=O)[CH2:12][CH2:11]2)=[CH:2]1.[ClH:23]. The catalyst is O1CCOCC1. The product is [ClH:23].[NH:13]1[CH2:14][CH2:15][CH:10]([C:3]2[C:4]3[C:9](=[CH:8][CH:7]=[CH:6][CH:5]=3)[NH:1][CH:2]=2)[CH2:11][CH2:12]1. The yield is 0.970. (3) The reactants are [CH3:1][O:2][C:3]([C:5]1[CH:13]=[C:12]2[C:8]([C:9]([CH:15]3[CH2:20][CH2:19][CH2:18][CH2:17][CH2:16]3)=[C:10](Br)[NH:11]2)=[CH:7][CH:6]=1)=[O:4].N1C2C(=CC=C(C(OC)=O)C=2)C=C1.[CH3:34][O:35][C:36]1[CH:41]=[CH:40][C:39](B(O)O)=[C:38]([CH2:45][O:46][Si:47]([CH:54]([CH3:56])[CH3:55])([CH:51]([CH3:53])[CH3:52])[CH:48]([CH3:50])[CH3:49])[CH:37]=1.C(=O)([O-])[O-].[Na+].[Na+]. The catalyst is O1CCOCC1.Cl[Pd](Cl)([P](C1C=CC=CC=1)(C1C=CC=CC=1)C1C=CC=CC=1)[P](C1C=CC=CC=1)(C1C=CC=CC=1)C1C=CC=CC=1. The product is [CH:15]1([C:9]2[C:8]3[C:12](=[CH:13][C:5]([C:3]([O:2][CH3:1])=[O:4])=[CH:6][CH:7]=3)[NH:11][C:10]=2[C:39]2[CH:40]=[CH:41][C:36]([O:35][CH3:34])=[CH:37][C:38]=2[CH2:45][O:46][Si:47]([CH:48]([CH3:50])[CH3:49])([CH:54]([CH3:56])[CH3:55])[CH:51]([CH3:53])[CH3:52])[CH2:20][CH2:19][CH2:18][CH2:17][CH2:16]1. The yield is 0.810. (4) The reactants are [F:1][CH:2]([F:18])[C:3](=O)[CH2:4][C:5]([C:7]1[CH:12]=[CH:11][C:10]([C:13]([F:16])([F:15])[F:14])=[CH:9][CH:8]=1)=O.[NH2:19][C:20]1[C:24]([Br:25])=[CH:23][NH:22][N:21]=1. No catalyst specified. The product is [Br:25][C:24]1[CH:23]=[N:22][N:21]2[C:3]([CH:2]([F:18])[F:1])=[CH:4][C:5]([C:7]3[CH:12]=[CH:11][C:10]([C:13]([F:16])([F:15])[F:14])=[CH:9][CH:8]=3)=[N:19][C:20]=12. The yield is 0.920. (5) The reactants are [C:1]([O:4][CH2:5][C@@:6]([NH:27]C(=O)C)([CH2:25][CH3:26])[CH2:7][CH2:8][C:9]1[O:10][C:11]([C:14]#[C:15][CH2:16][CH2:17][O:18][CH:19]2[CH2:24][CH2:23][CH2:22][CH2:21][CH2:20]2)=[CH:12][CH:13]=1)(=[O:3])[CH3:2].O1CCCC1.CO.[OH2:38].[OH-:39].[Li+]. The catalyst is O. The product is [C:2]([OH:39])(=[O:38])[C:1]([OH:4])=[O:3].[NH2:27][C@:6]([CH2:25][CH3:26])([CH2:7][CH2:8][C:9]1[O:10][C:11]([C:14]#[C:15][CH2:16][CH2:17][O:18][CH:19]2[CH2:20][CH2:21][CH2:22][CH2:23][CH2:24]2)=[CH:12][CH:13]=1)[CH2:5][OH:4]. The yield is 0.990. (6) The reactants are [CH3:14][C:11]1([CH3:15])[CH2:12][O:13][B:8]([B:8]2[O:13][CH2:12][C:11]([CH3:15])([CH3:14])[CH2:10][O:9]2)[O:9][CH2:10]1.C([O-])(=O)C.[K+].Br[C:23]1[CH:28]=[CH:27][C:26]([C:29]2([OH:33])[CH2:32][CH2:31][CH2:30]2)=[CH:25][CH:24]=1. The catalyst is O1CCOCC1.C1C=CC(P(C2C=CC=CC=2)[C-]2C=CC=C2)=CC=1.C1C=CC(P(C2C=CC=CC=2)[C-]2C=CC=C2)=CC=1.Cl[Pd]Cl.[Fe+2]. The product is [CH3:15][C:11]1([CH3:14])[CH2:10][O:9][B:8]([C:23]2[CH:28]=[CH:27][C:26]([C:29]3([OH:33])[CH2:32][CH2:31][CH2:30]3)=[CH:25][CH:24]=2)[O:13][CH2:12]1. The yield is 0.760.